From a dataset of CYP3A4 inhibition data for predicting drug metabolism from PubChem BioAssay. Regression/Classification. Given a drug SMILES string, predict its absorption, distribution, metabolism, or excretion properties. Task type varies by dataset: regression for continuous measurements (e.g., permeability, clearance, half-life) or binary classification for categorical outcomes (e.g., BBB penetration, CYP inhibition). Dataset: cyp3a4_veith. (1) The molecule is O[C@H](C[C@@H]1CCCCN1)c1ccc2c(c1)oc1ccccc12. The result is 0 (non-inhibitor). (2) The compound is C=C1C[C@@]23C[C@H]4[C@H]5[C@@]67[C@H](OC(C)=O)[C@@H](OC(=O)c8ccccc8)C[C@@]5(C)CN4[C@@H]6[C@@H]2[C@H](O)[C@@H]1[C@H](OC(C)=O)[C@H]37. The result is 0 (non-inhibitor). (3) The molecule is O=C1[C@H]2CC[C@@H]3/C(=N\OCc4ccccc4)C[C@@H](O)[C@@H](O)[C@@H]3[C@@H]2C(=O)N1C[C@@H]1CCCO1. The result is 0 (non-inhibitor). (4) The compound is O=S(=O)(c1ccccc1)N1CN2CN(C1)CN(S(=O)(=O)c1ccccc1)C2. The result is 0 (non-inhibitor).